From a dataset of Forward reaction prediction with 1.9M reactions from USPTO patents (1976-2016). Predict the product of the given reaction. (1) Given the reactants [C:1]1([P:7](=[O:10])([OH:9])[OH:8])[CH:6]=[CH:5][CH:4]=[CH:3][CH:2]=1.[N:11]1[C:18]([NH2:19])=[N:17][C:15]([NH2:16])=[N:14][C:12]=1[NH2:13], predict the reaction product. The product is: [C:1]1([P:7](=[O:8])([OH:10])[OH:9])[CH:6]=[CH:5][CH:4]=[CH:3][CH:2]=1.[N:11]1[C:18]([NH2:19])=[N:17][C:15]([NH2:16])=[N:14][C:12]=1[NH2:13]. (2) Given the reactants [C:1]([C:3]1[CH:4]=[CH:5][C:6]([O:9][C:10]2[CH:18]=[CH:17][C:13]([C:14]([NH2:16])=[O:15])=[CH:12][CH:11]=2)=[N:7][CH:8]=1)#[N:2].Cl, predict the reaction product. The product is: [NH2:2][CH2:1][C:3]1[CH:4]=[CH:5][C:6]([O:9][C:10]2[CH:18]=[CH:17][C:13]([C:14]([NH2:16])=[O:15])=[CH:12][CH:11]=2)=[N:7][CH:8]=1. (3) Given the reactants [NH2:1][C:2]1[N:7]=[C:6]([N:8]2[CH2:32][CH2:31][C:11]3([CH2:15][N:14]([C:16]([O:18]CC4C=CC=CC=4)=[O:17])[C@H:13]([C:26]([O:28][CH2:29][CH3:30])=[O:27])[CH2:12]3)[CH2:10][CH2:9]2)[CH:5]=[C:4]([O:33][CH2:34][C:35]2[CH:40]=[CH:39][C:38]([Cl:41])=[CH:37][C:36]=2[Br:42])[N:3]=1.[Si](I)(C)(C)C.CCN(CC)CC.O(C(O[C:59]([CH3:62])([CH3:61])[CH3:60])=O)C(O[C:59]([CH3:62])([CH3:61])[CH3:60])=O, predict the reaction product. The product is: [NH2:1][C:2]1[N:7]=[C:6]([N:8]2[CH2:9][CH2:10][C:11]3([CH2:15][N:14]([C:16]([O:18][C:59]([CH3:62])([CH3:61])[CH3:60])=[O:17])[C@H:13]([C:26]([O:28][CH2:29][CH3:30])=[O:27])[CH2:12]3)[CH2:31][CH2:32]2)[CH:5]=[C:4]([O:33][CH2:34][C:35]2[CH:40]=[CH:39][C:38]([Cl:41])=[CH:37][C:36]=2[Br:42])[N:3]=1. (4) Given the reactants [O:1]=[C:2]1[NH:10][C:9]2[C:4](=[N:5][C:6](B(O)O)=[CH:7][CH:8]=2)[CH2:3]1.Br[C:15]1[CH:16]=[C:17]([NH:21][C@H:22]([C:25]2[CH:30]=[CH:29][CH:28]=[CH:27][CH:26]=2)[CH2:23][OH:24])[CH:18]=[N:19][CH:20]=1.C(=O)([O-])[O-].[K+].[K+], predict the reaction product. The product is: [OH:24][CH2:23][C@H:22]([NH:21][C:17]1[CH:16]=[C:15]([C:6]2[N:5]=[C:4]3[CH2:3][C:2](=[O:1])[NH:10][C:9]3=[CH:8][CH:7]=2)[CH:20]=[N:19][CH:18]=1)[C:25]1[CH:30]=[CH:29][CH:28]=[CH:27][CH:26]=1. (5) Given the reactants [CH2:1]([C:3]1[C:8](=[O:9])[NH:7][C:6]([CH3:10])=[C:5]([C:11]2[CH:12]=[N:13][CH:14]=[C:15]([C:17]([OH:19])=O)[CH:16]=2)[CH:4]=1)[CH3:2].[S:20]1[CH:24]=[CH:23][N:22]=[C:21]1[CH2:25][NH2:26], predict the reaction product. The product is: [S:20]1[CH:24]=[CH:23][N:22]=[C:21]1[CH2:25][NH:26][C:17]([C:15]1[CH:16]=[C:11]([C:5]2[CH:4]=[C:3]([CH2:1][CH3:2])[C:8](=[O:9])[NH:7][C:6]=2[CH3:10])[CH:12]=[N:13][CH:14]=1)=[O:19]. (6) Given the reactants C(=[N:14][C:15]1[CH:16]=[CH:17][C:18]([F:30])=[C:19]([C@@:21]2([CH3:29])[NH:27][C:26](=[O:28])[CH2:25][CH2:24][O:23][CH2:22]2)[CH:20]=1)(C1C=CC=CC=1)C1C=CC=CC=1.[ClH:31], predict the reaction product. The product is: [ClH:31].[NH2:14][C:15]1[CH:16]=[CH:17][C:18]([F:30])=[C:19]([C@@:21]2([CH3:29])[NH:27][C:26](=[O:28])[CH2:25][CH2:24][O:23][CH2:22]2)[CH:20]=1. (7) Given the reactants [C:1](Cl)(=[O:8])[C:2]1[CH:7]=[CH:6][CH:5]=[CH:4][CH:3]=1.[C:10]([O:14][C:15]([NH:17][OH:18])=[O:16])([CH3:13])([CH3:12])[CH3:11], predict the reaction product. The product is: [C:1]([O:18][NH:17][C:15]([O:14][C:10]([CH3:13])([CH3:12])[CH3:11])=[O:16])(=[O:8])[C:2]1[CH:7]=[CH:6][CH:5]=[CH:4][CH:3]=1.